This data is from Full USPTO retrosynthesis dataset with 1.9M reactions from patents (1976-2016). The task is: Predict the reactants needed to synthesize the given product. The reactants are: [NH2:1][C:2]1[CH:7]=[CH:6][C:5]([CH:8]([CH3:12])[C:9]([OH:11])=[O:10])=[CH:4][CH:3]=1.[Cl:13][CH2:14][CH2:15][O:16][C:17](Cl)=[O:18].O.O.O.O.O.O.O.O.O.O.O.O.P([O-])([O-])([O-])=O.[Na+].[Na+].[Na+].Cl.C(OC(C)C)(C)C. Given the product [Cl:13][CH2:14][CH2:15][O:16][C:17]([NH:1][C:2]1[CH:3]=[CH:4][C:5]([CH:8]([CH3:12])[C:9]([OH:11])=[O:10])=[CH:6][CH:7]=1)=[O:18], predict the reactants needed to synthesize it.